Dataset: Forward reaction prediction with 1.9M reactions from USPTO patents (1976-2016). Task: Predict the product of the given reaction. (1) Given the reactants [NH2:1][C@H:2]([C:23]1[CH:28]=[CH:27][CH:26]=[CH:25][CH:24]=1)[CH2:3][CH2:4][N:5]1[CH2:10][CH2:9][CH:8]([C:11]2[CH:12]=[C:13]([NH:17][C:18](=[O:22])[CH:19]([CH3:21])[CH3:20])[CH:14]=[CH:15][CH:16]=2)[CH2:7][CH2:6]1.[Cl:29][C:30]1[CH:31]=[C:32]([CH:36]=[C:37]([Cl:39])[CH:38]=1)[C:33](Cl)=[O:34], predict the reaction product. The product is: [Cl:29][C:30]1[CH:31]=[C:32]([CH:36]=[C:37]([Cl:39])[CH:38]=1)[C:33]([NH:1][C@H:2]([C:23]1[CH:24]=[CH:25][CH:26]=[CH:27][CH:28]=1)[CH2:3][CH2:4][N:5]1[CH2:10][CH2:9][CH:8]([C:11]2[CH:16]=[CH:15][CH:14]=[C:13]([NH:17][C:18](=[O:22])[CH:19]([CH3:21])[CH3:20])[CH:12]=2)[CH2:7][CH2:6]1)=[O:34]. (2) The product is: [C:12]([C:14]1[S:15][C:16]([C:26]2[CH:31]=[CH:30][N:29]=[C:28]([NH:32][C:33](=[O:36])[CH2:34][CH3:35])[CH:27]=2)=[C:17]([C:19]2[CH:24]=[CH:23][CH:22]=[C:21]([CH3:25])[CH:20]=2)[N:18]=1)(=[O:11])[CH3:13]. Given the reactants CS(C)=O.C(Cl)(=O)C(Cl)=O.[OH:11][CH:12]([C:14]1[S:15][C:16]([C:26]2[CH:31]=[CH:30][N:29]=[C:28]([NH:32][C:33](=[O:36])[CH2:34][CH3:35])[CH:27]=2)=[C:17]([C:19]2[CH:24]=[CH:23][CH:22]=[C:21]([CH3:25])[CH:20]=2)[N:18]=1)[CH3:13].C(N(CC)CC)C.C(=O)([O-])O.[Na+], predict the reaction product. (3) Given the reactants [N:1]1[O:2][N:3]=[C:4]2[C:9](=[O:10])[CH2:8][CH2:7][CH2:6][C:5]=12.CC(O[CH:16](N(C)C)[N:17]([CH3:19])[CH3:18])(C)C, predict the reaction product. The product is: [CH3:16][N:17]([CH:19]=[C:8]1[C:9](=[O:10])[C:4]2=[N:3][O:2][N:1]=[C:5]2[CH2:6][CH2:7]1)[CH3:18]. (4) Given the reactants [Br:1][CH:2](C(OCC)=O)[C:3](OCC)=O.[CH3:13][C:14](=[O:17])[CH2:15][CH3:16].[C:18](=[O:21])([O-])[O-:19].[K+].[K+].[CH3:24][CH2:25]O, predict the reaction product. The product is: [Br:1][C:2]1[CH:16]=[CH:15][C:14]2[O:17][C:25]([C:18]([OH:19])=[O:21])=[CH:24][C:13]=2[CH:3]=1.